This data is from Peptide-MHC class I binding affinity with 185,985 pairs from IEDB/IMGT. The task is: Regression. Given a peptide amino acid sequence and an MHC pseudo amino acid sequence, predict their binding affinity value. This is MHC class I binding data. (1) The peptide sequence is YANLDDVYSY. The MHC is HLA-A68:01 with pseudo-sequence HLA-A68:01. The binding affinity (normalized) is 0.316. (2) The peptide sequence is YEPEDLGNCL. The MHC is HLA-B40:02 with pseudo-sequence HLA-B40:02. The binding affinity (normalized) is 0.311. (3) The peptide sequence is FTNKLINGY. The MHC is HLA-A02:50 with pseudo-sequence HLA-A02:50. The binding affinity (normalized) is 0.0847. (4) The peptide sequence is MLYQLLEAV. The MHC is HLA-A02:01 with pseudo-sequence HLA-A02:01. The binding affinity (normalized) is 0.458. (5) The peptide sequence is LLVDLLWLL. The MHC is HLA-A30:02 with pseudo-sequence HLA-A30:02. The binding affinity (normalized) is 0.110. (6) The peptide sequence is FNGTRAENR. The MHC is HLA-A33:01 with pseudo-sequence HLA-A33:01. The binding affinity (normalized) is 0.464. (7) The peptide sequence is LTQVKELGI. The MHC is HLA-A02:06 with pseudo-sequence HLA-A02:06. The binding affinity (normalized) is 0.162. (8) The peptide sequence is EYLFEVDNL. The MHC is HLA-A02:01 with pseudo-sequence HLA-A02:01. The binding affinity (normalized) is 0.0124. (9) The peptide sequence is YSAEALLPY. The MHC is HLA-C12:03 with pseudo-sequence HLA-C12:03. The binding affinity (normalized) is 0.763. (10) The peptide sequence is LHSTYFPCF. The MHC is Mamu-B08 with pseudo-sequence Mamu-B08. The binding affinity (normalized) is 0.117.